From a dataset of Catalyst prediction with 721,799 reactions and 888 catalyst types from USPTO. Predict which catalyst facilitates the given reaction. Reactant: [CH:1]1([N:4]([CH2:29][C:30]2[CH:35]=[C:34]([CH2:36][CH2:37][CH2:38][O:39][CH3:40])[CH:33]=[C:32]([O:41][CH2:42][CH2:43][O:44][CH3:45])[CH:31]=2)[C:5]([C@H:7]2[C@H:12]([C:13]3[CH:18]=[CH:17][N:16]([CH2:19][CH3:20])[C:15](=[O:21])[CH:14]=3)[CH2:11][CH2:10][N:9](C(OC(C)(C)C)=O)[CH2:8]2)=[O:6])[CH2:3][CH2:2]1.Cl. Product: [CH:1]1([N:4]([CH2:29][C:30]2[CH:35]=[C:34]([CH2:36][CH2:37][CH2:38][O:39][CH3:40])[CH:33]=[C:32]([O:41][CH2:42][CH2:43][O:44][CH3:45])[CH:31]=2)[C:5]([C@H:7]2[C@H:12]([C:13]3[CH:18]=[CH:17][N:16]([CH2:19][CH3:20])[C:15](=[O:21])[CH:14]=3)[CH2:11][CH2:10][NH:9][CH2:8]2)=[O:6])[CH2:3][CH2:2]1. The catalyst class is: 2.